From a dataset of Forward reaction prediction with 1.9M reactions from USPTO patents (1976-2016). Predict the product of the given reaction. Given the reactants [C:1]1([C:14]2[CH:19]=[CH:18][CH:17]=[CH:16][CH:15]=2)[CH:6]=[CH:5][C:4]([C:7](=[O:13])[CH2:8][CH2:9][C:10]([OH:12])=O)=[CH:3][CH:2]=1.[F:20][C:21]([F:31])([F:30])[C:22]1[CH:23]=[C:24]([CH:27]=[CH:28][CH:29]=1)[CH:25]=O.C([O-])(=O)C.[Na+], predict the reaction product. The product is: [C:1]1([C:14]2[CH:15]=[CH:16][CH:17]=[CH:18][CH:19]=2)[CH:2]=[CH:3][C:4]([C:7]2[O:13][C:10](=[O:12])[C:9](=[CH:25][C:24]3[CH:27]=[CH:28][CH:29]=[C:22]([C:21]([F:20])([F:30])[F:31])[CH:23]=3)[CH:8]=2)=[CH:5][CH:6]=1.